From a dataset of Peptide-MHC class I binding affinity with 185,985 pairs from IEDB/IMGT. Regression. Given a peptide amino acid sequence and an MHC pseudo amino acid sequence, predict their binding affinity value. This is MHC class I binding data. The peptide sequence is CRLIRGKM. The MHC is Mamu-B08 with pseudo-sequence Mamu-B08. The binding affinity (normalized) is 0.565.